From a dataset of Retrosynthesis with 50K atom-mapped reactions and 10 reaction types from USPTO. Predict the reactants needed to synthesize the given product. (1) Given the product CCSCC(=O)N(C)Cc1ccc(C2=NOC(c3cc(Cl)c(Cl)c(Cl)c3)(C(F)(F)F)C2)cc1Cl, predict the reactants needed to synthesize it. The reactants are: CCSCC(=O)O.CNCc1ccc(C2=NOC(c3cc(Cl)c(Cl)c(Cl)c3)(C(F)(F)F)C2)cc1Cl. (2) Given the product O=C(O)C(F)(F)F, predict the reactants needed to synthesize it. The reactants are: CCOC(=O)c1cc2c(C)c(N3CCN(C(=O)OC(C)(C)C)CC3)ccc2o1. (3) Given the product COC(=O)c1cccc(CN2CN(c3ccccc3)C3(CCN(CCCn4c(=O)n(C)c5ccccc54)CC3)C2=O)c1, predict the reactants needed to synthesize it. The reactants are: COC(=O)c1cccc(CN2CN(c3ccccc3)C3(CCNCC3)C2=O)c1.Cn1c(=O)n(CCCI)c2ccccc21.